From a dataset of Full USPTO retrosynthesis dataset with 1.9M reactions from patents (1976-2016). Predict the reactants needed to synthesize the given product. (1) Given the product [F:12][C:13]1[CH:18]=[C:17]([N+:19]([O-:21])=[O:20])[CH:16]=[C:15]([F:22])[C:14]=1[N:6]1[CH:7]=[CH:8][C:3]([O:2][CH3:1])=[C:4]([C:10]#[N:11])[C:5]1=[O:9], predict the reactants needed to synthesize it. The reactants are: [CH3:1][O:2][C:3]1[CH:8]=[CH:7][NH:6][C:5](=[O:9])[C:4]=1[C:10]#[N:11].[F:12][C:13]1[CH:18]=[C:17]([N+:19]([O-:21])=[O:20])[CH:16]=[C:15]([F:22])[C:14]=1F.C(=O)([O-])[O-].[K+].[K+].C(=O)([O-])O.[Na+]. (2) The reactants are: [Na].FC(F)(F)S(O[C:8]1[C:13]([C:14](=[O:16])[CH3:15])=[CH:12][C:11]([Cl:17])=[C:10]([CH3:18])[C:9]=1[Br:19])(=O)=O.[F:22][C:23]1[CH:24]=[C:25](B(O)O)[CH:26]=[CH:27][CH:28]=1. Given the product [Br:19][C:9]1[C:8]([C:27]2[CH:26]=[CH:25][CH:24]=[C:23]([F:22])[CH:28]=2)=[C:13]([C:14](=[O:16])[CH3:15])[CH:12]=[C:11]([Cl:17])[C:10]=1[CH3:18], predict the reactants needed to synthesize it. (3) Given the product [Cl:1][C:2]1[CH:15]=[C:14]([CH:13]=[CH:12][C:3]=1[O:4][C:5]1[CH:10]=[CH:9][CH:8]=[C:7]([O:11][CH2:20][CH:21]([CH3:23])[CH3:22])[CH:6]=1)[NH2:16], predict the reactants needed to synthesize it. The reactants are: [Cl:1][C:2]1[CH:15]=[C:14]([N+:16]([O-])=O)[CH:13]=[CH:12][C:3]=1[O:4][C:5]1[CH:6]=[C:7]([OH:11])[CH:8]=[CH:9][CH:10]=1.I[CH2:20][CH:21]([CH3:23])[CH3:22].C(=O)([O-])[O-].[K+].[K+].[Cl-].[Ca+2].[Cl-].